Dataset: Full USPTO retrosynthesis dataset with 1.9M reactions from patents (1976-2016). Task: Predict the reactants needed to synthesize the given product. Given the product [NH:14]1[C:15]2[C:11](=[CH:10][C:9]([N:3]3[CH2:4][CH2:5][CH2:6][CH2:7][CH2:8][C:2]3=[O:1])=[CH:17][CH:16]=2)[CH2:12][CH2:13]1, predict the reactants needed to synthesize it. The reactants are: [O:1]=[C:2]1[CH2:8][CH2:7][CH2:6][CH2:5][CH2:4][N:3]1[C:9]1[CH:10]=[C:11]2[C:15](=[CH:16][CH:17]=1)[N:14](C(OC(C)(C)C)=O)[CH2:13][CH2:12]2.BrCCCCCC(Cl)=O.Cl.